This data is from Forward reaction prediction with 1.9M reactions from USPTO patents (1976-2016). The task is: Predict the product of the given reaction. (1) Given the reactants [Cl:1][C:2]1[CH:11]=[C:10]([Cl:12])[CH:9]=[C:8]2[C:3]=1[C:4](=O)[CH:5]=[C:6]([C:13]([O:15][CH2:16][CH3:17])=[O:14])[NH:7]2.ClS([N:23]=C=O)(=O)=O.Cl, predict the reaction product. The product is: [NH2:23][C:4]1[C:3]2[C:8](=[CH:9][C:10]([Cl:12])=[CH:11][C:2]=2[Cl:1])[N:7]=[C:6]([C:13]([O:15][CH2:16][CH3:17])=[O:14])[CH:5]=1. (2) Given the reactants C(OC([N:8]1[CH2:13][CH2:12][C:11]2[NH:14][N:15]=[C:16]([C:17]3([C:20]([F:23])([F:22])[F:21])[CH2:19][CH2:18]3)[C:10]=2[CH2:9]1)=O)(C)(C)C.Cl.O1CCOCC1, predict the reaction product. The product is: [F:23][C:20]([F:21])([F:22])[C:17]1([C:16]2[C:10]3[CH2:9][NH:8][CH2:13][CH2:12][C:11]=3[NH:14][N:15]=2)[CH2:19][CH2:18]1. (3) Given the reactants [Cl:1][C:2]1[C:3](=[O:15])[N:4]([CH:9]2[CH2:14][CH2:13][CH2:12][CH2:11][O:10]2)[N:5]=[CH:6][C:7]=1Cl.CC(C)([O-])C.[Na+].[CH3:22][NH:23][C:24]1[CH:29]=[CH:28][CH:27]=[CH:26][CH:25]=1, predict the reaction product. The product is: [Cl:1][C:2]1[C:3](=[O:15])[N:4]([CH:9]2[CH2:14][CH2:13][CH2:12][CH2:11][O:10]2)[N:5]=[CH:6][C:7]=1[N:23]([CH3:22])[C:24]1[CH:29]=[CH:28][CH:27]=[CH:26][CH:25]=1. (4) Given the reactants BrC1C=CC=C(CBr)C=1.Br[C:11]1[CH:12]=[C:13]([CH:45]=[CH:46][CH:47]=1)[CH2:14][N:15]1[C:19]2[CH:20]=[CH:21][C:22]([O:24][CH2:25][C:26]3[CH:35]=[CH:34][C:33]4[C:28](=[CH:29][CH:30]=[CH:31][CH:32]=4)[N:27]=3)=[CH:23][C:18]=2[N:17]=[C:16]1[CH2:36][C:37]([CH3:44])([CH3:43])[C:38]([O:40][CH2:41][CH3:42])=[O:39].[CH3:48][O:49][C:50]1[N:55]=[CH:54][C:53](B(O)O)=[CH:52][CH:51]=1.C(Cl)Cl.C([O-])([O-])=O.[K+].[K+], predict the reaction product. The product is: [CH3:48][O:49][C:50]1[N:55]=[CH:54][C:53]([C:11]2[CH:12]=[C:13]([CH:45]=[CH:46][CH:47]=2)[CH2:14][N:15]2[C:19]3[CH:20]=[CH:21][C:22]([O:24][CH2:25][C:26]4[CH:35]=[CH:34][C:33]5[C:28](=[CH:29][CH:30]=[CH:31][CH:32]=5)[N:27]=4)=[CH:23][C:18]=3[N:17]=[C:16]2[CH2:36][C:37]([CH3:44])([CH3:43])[C:38]([OH:40])=[O:39])=[CH:52][CH:51]=1.[CH3:48][O:49][C:50]1[N:55]=[CH:54][C:53]([C:11]2[CH:12]=[C:13]([CH:45]=[CH:46][CH:47]=2)[CH2:14][N:15]2[C:19]3[CH:20]=[CH:21][C:22]([O:24][CH2:25][C:26]4[CH:35]=[CH:34][C:33]5[C:28](=[CH:29][CH:30]=[CH:31][CH:32]=5)[N:27]=4)=[CH:23][C:18]=3[N:17]=[C:16]2[CH2:36][C:37]([CH3:43])([CH3:44])[C:38]([O:40][CH2:41][CH3:42])=[O:39])=[CH:52][CH:51]=1. (5) Given the reactants [CH3:1][S:2][C:3]1[N:8]=[C:7]([C:9](=[N:11][OH:12])[NH2:10])[CH:6]=[C:5]([C:13]([F:16])([F:15])[F:14])[N:4]=1.[C:17](N1C=CN=C1)(N1C=CN=C1)=[O:18].N12CCCN=C1CCCCC2.Cl, predict the reaction product. The product is: [CH3:1][S:2][C:3]1[N:8]=[C:7]([C:9]2[NH:11][O:12][C:17](=[O:18])[N:10]=2)[CH:6]=[C:5]([C:13]([F:16])([F:14])[F:15])[N:4]=1. (6) Given the reactants Cl[C:2]1[N:7]=[C:6](Cl)[N:5]=[C:4]([C:9]2[CH:14]=[C:13]([Cl:15])[CH:12]=[CH:11][C:10]=2[CH3:16])[N:3]=1.[CH:17]([C:19]1[CH:24]=[CH:23][C:22]([NH2:25])=[CH:21][CH:20]=1)=[CH2:18].C([N:29](CC)C(C)C)(C)C.N, predict the reaction product. The product is: [Cl:15][C:13]1[CH:12]=[CH:11][C:10]([CH3:16])=[C:9]([C:4]2[N:5]=[C:6]([NH:25][C:22]3[CH:23]=[CH:24][C:19]([CH:17]=[CH2:18])=[CH:20][CH:21]=3)[N:7]=[C:2]([NH2:29])[N:3]=2)[CH:14]=1. (7) Given the reactants [H-].[Al+3].[Li+].[H-].[H-].[H-].[O:7]1[C:12]2[CH:13]=[CH:14][CH:15]=[C:16]([C:17](O)=[O:18])[C:11]=2[O:10][CH2:9][CH2:8]1.C(C(C(C([O-])=O)O)O)([O-])=O.[Na+].[K+], predict the reaction product. The product is: [O:7]1[C:12]2[CH:13]=[CH:14][CH:15]=[C:16]([CH2:17][OH:18])[C:11]=2[O:10][CH2:9][CH2:8]1.